This data is from Full USPTO retrosynthesis dataset with 1.9M reactions from patents (1976-2016). The task is: Predict the reactants needed to synthesize the given product. Given the product [CH2:13]1[CH:11]2[CH2:12][NH:8][CH2:9][CH:10]2[CH2:15][N:14]1[C:16]1[N:21]=[CH:20][C:19]([C:22]([O:24][CH2:25][CH3:26])=[O:23])=[CH:18][N:17]=1, predict the reactants needed to synthesize it. The reactants are: C(OC([N:8]1[CH2:12][CH:11]2[CH2:13][N:14]([C:16]3[N:21]=[CH:20][C:19]([C:22]([O:24][CH2:25][CH3:26])=[O:23])=[CH:18][N:17]=3)[CH2:15][CH:10]2[CH2:9]1)=O)(C)(C)C.Cl.O1CCOCC1.